From a dataset of Catalyst prediction with 721,799 reactions and 888 catalyst types from USPTO. Predict which catalyst facilitates the given reaction. (1) Reactant: Cl.[F:2][C:3]([F:30])([F:29])[C:4]1[CH:5]=[C:6]([C@H:14]([O:16][C@H:17]2[CH2:22][CH2:21][NH:20][CH2:19][C@H:18]2[C:23]2[CH:28]=[CH:27][CH:26]=[CH:25][CH:24]=2)[CH3:15])[CH:7]=[C:8]([C:10]([F:13])([F:12])[F:11])[CH:9]=1.CCN(C(C)C)C(C)C.[Cl:40][CH2:41][C:42](Cl)=[O:43].[I-].[Na+].[C:47]([N:50]1[CH2:55][CH2:54][NH:53][CH2:52][CH2:51]1)(=[O:49])[CH3:48]. Product: [ClH:40].[C:47]([N:50]1[CH2:55][CH2:54][N:53]([CH2:41][C:42]([N:20]2[CH2:21][CH2:22][C@H:17]([O:16][C@@H:14]([C:6]3[CH:5]=[C:4]([C:3]([F:29])([F:2])[F:30])[CH:9]=[C:8]([C:10]([F:13])([F:11])[F:12])[CH:7]=3)[CH3:15])[C@H:18]([C:23]3[CH:28]=[CH:27][CH:26]=[CH:25][CH:24]=3)[CH2:19]2)=[O:43])[CH2:52][CH2:51]1)(=[O:49])[CH3:48]. The catalyst class is: 18. (2) Reactant: Br[CH2:2][C:3]1[C:12]([C:13]2[CH:18]=[C:17]([F:19])[CH:16]=[CH:15][C:14]=2[Cl:20])=[N:11][C:10]2[C:5](=[CH:6][CH:7]=[CH:8][C:9]=2[Cl:21])[N:4]=1.I([O-])(=O)(=O)=[O:23].[Na+].CN(C=O)C. Product: [Cl:21][C:9]1[CH:8]=[CH:7][CH:6]=[C:5]2[C:10]=1[N:11]=[C:12]([C:13]1[CH:18]=[C:17]([F:19])[CH:16]=[CH:15][C:14]=1[Cl:20])[C:3]([CH:2]=[O:23])=[N:4]2. The catalyst class is: 25. (3) Reactant: C(OC([N:8]1[CH2:13][CH2:12][CH:11]([NH:14][C:15]2[N:20]=[C:19]([C:21]([F:24])([F:23])[F:22])[CH:18]=[CH:17][N:16]=2)[CH2:10][CH2:9]1)=O)(C)(C)C.[ClH:25]. Product: [ClH:25].[ClH:25].[NH:8]1[CH2:13][CH2:12][CH:11]([NH:14][C:15]2[N:20]=[C:19]([C:21]([F:24])([F:23])[F:22])[CH:18]=[CH:17][N:16]=2)[CH2:10][CH2:9]1. The catalyst class is: 714. (4) Reactant: Br[C:2]1[CH:39]=[CH:38][C:5]([CH2:6][O:7][C:8]2[CH:13]=[CH:12][CH:11]=[CH:10][C:9]=2[CH2:14][CH2:15][N:16]([CH2:27][C:28]2[CH:37]=[CH:36][C:31]([C:32]([O:34][CH3:35])=[O:33])=[CH:30][CH:29]=2)[CH2:17][CH2:18][C:19]2[CH:24]=[CH:23][C:22]([C:25]#[N:26])=[CH:21][CH:20]=2)=[CH:4][CH:3]=1.[F:40][C:41]([F:52])([F:51])[C:42]1[CH:47]=[CH:46][C:45](B(O)O)=[CH:44][CH:43]=1.C(=O)([O-])[O-].[Na+].[Na+]. Product: [C:25]([C:22]1[CH:23]=[CH:24][C:19]([CH2:18][CH2:17][N:16]([CH2:27][C:28]2[CH:37]=[CH:36][C:31]([C:32]([O:34][CH3:35])=[O:33])=[CH:30][CH:29]=2)[CH2:15][CH2:14][C:9]2[CH:10]=[CH:11][CH:12]=[CH:13][C:8]=2[O:7][CH2:6][C:5]2[CH:38]=[CH:39][C:2]([C:45]3[CH:46]=[CH:47][C:42]([C:41]([F:52])([F:51])[F:40])=[CH:43][CH:44]=3)=[CH:3][CH:4]=2)=[CH:20][CH:21]=1)#[N:26]. The catalyst class is: 628. (5) Reactant: [CH3:1][N:2]([CH:4]([C:8]1[CH:13]=[CH:12][CH:11]=[C:10]([C:14]2[CH:15]=[C:16]3[C:22]([C:23]4[CH:28]=[CH:27][CH:26]=[CH:25][C:24]=4[O:29][CH3:30])=[N:21][N:20]([CH2:31][O:32][CH2:33][CH2:34][Si:35]([CH3:38])([CH3:37])[CH3:36])[C:17]3=[N:18][CH:19]=2)[CH:9]=1)[C:5]([OH:7])=O)[CH3:3].[CH3:39][NH:40][CH3:41].C(N(C(C)C)CC)(C)C.F[P-](F)(F)(F)(F)F.N1(OC(N(C)C)=[N+](C)C)C2N=CC=CC=2N=N1. Product: [CH3:3][N:2]([CH3:1])[CH:4]([C:8]1[CH:13]=[CH:12][CH:11]=[C:10]([C:14]2[CH:15]=[C:16]3[C:22]([C:23]4[CH:28]=[CH:27][CH:26]=[CH:25][C:24]=4[O:29][CH3:30])=[N:21][N:20]([CH2:31][O:32][CH2:33][CH2:34][Si:35]([CH3:36])([CH3:38])[CH3:37])[C:17]3=[N:18][CH:19]=2)[CH:9]=1)[C:5]([N:40]([CH3:41])[CH3:39])=[O:7]. The catalyst class is: 1. (6) Reactant: [CH2:1]([O:8][C:9]1[CH:14]=[CH:13][C:12]2[CH:15]([C:17]([OH:19])=O)[CH2:16][C:11]=2[CH:10]=1)[C:2]1[CH:7]=[CH:6][CH:5]=[CH:4][CH:3]=1.[CH2:20]([NH:27][CH2:28][CH2:29][OH:30])[C:21]1[CH:26]=[CH:25][CH:24]=[CH:23][CH:22]=1.C(N(CC)CC)C.[O-]P1(OP([O-])(=O)OP([O-])(=O)OP([O-])(=O)O1)=O.[Na+].[Na+].[Na+].[Na+]. Product: [CH2:20]([N:27]([CH2:28][CH2:29][OH:30])[C:17]([CH:15]1[C:12]2[CH:13]=[CH:14][C:9]([O:8][CH2:1][C:2]3[CH:3]=[CH:4][CH:5]=[CH:6][CH:7]=3)=[CH:10][C:11]=2[CH2:16]1)=[O:19])[C:21]1[CH:26]=[CH:25][CH:24]=[CH:23][CH:22]=1. The catalyst class is: 4. (7) Reactant: [NH2:1][C:2]1[C:7]([NH2:8])=[CH:6][C:5]([N+:9]([O-:11])=[O:10])=[CH:4][N:3]=1.[N+:12]([C:15]1[CH:22]=[CH:21][C:18]([CH:19]=O)=[CH:17][CH:16]=1)([O-:14])=[O:13]. Product: [N+:9]([C:5]1[CH:4]=[N:3][C:2]2[NH:1][C:19]([C:18]3[CH:21]=[CH:22][C:15]([N+:12]([O-:14])=[O:13])=[CH:16][CH:17]=3)=[N:8][C:7]=2[CH:6]=1)([O-:11])=[O:10]. The catalyst class is: 641. (8) Reactant: [NH2:1][C@H:2]([CH2:35]O)[CH2:3][CH2:4][C:5]1[C:10]([F:11])=[CH:9][N:8]=[CH:7][C:6]=1[NH:12][C:13](=[O:34])[C@@H:14]([N:31]=[N+:32]=[N-:33])[C@H:15]([C:23]1[CH:28]=[C:27]([F:29])[CH:26]=[C:25]([F:30])[CH:24]=1)[C:16]1[CH:21]=[CH:20][C:19]([F:22])=[CH:18][CH:17]=1.C(N(CC)CC)C.[CH:44]1([S:47](Cl)(=[O:49])=[O:48])[CH2:46][CH2:45]1.CS(Cl)(=O)=O. Product: [N:31]([C@@H:14]([C@H:15]([C:23]1[CH:28]=[C:27]([F:29])[CH:26]=[C:25]([F:30])[CH:24]=1)[C:16]1[CH:17]=[CH:18][C:19]([F:22])=[CH:20][CH:21]=1)[C:13]([NH:12][C:6]1[CH:7]=[N:8][CH:9]=[C:10]([F:11])[C:5]=1[CH2:4][CH2:3][CH:2]1[CH2:35][N@@:1]1[S:47]([CH:44]1[CH2:46][CH2:45]1)(=[O:49])=[O:48])=[O:34])=[N+:32]=[N-:33]. The catalyst class is: 154. (9) Reactant: [CH3:1][O:2][C:3]([C:5]1[CH:6]=[C:7]2[C:11](=[CH:12][CH:13]=1)[NH:10][C:9]([CH3:14])=[CH:8]2)=[O:4].[CH2:15]([O:22][C:23]1[CH:30]=[CH:29][C:26]([CH:27]=O)=[CH:25][CH:24]=1)[C:16]1[CH:21]=[CH:20][CH:19]=[CH:18][CH:17]=1.FC(F)(F)C(O)=O.C([SiH](CC)CC)C.[OH-].[Na+]. Product: [CH2:15]([O:22][C:23]1[CH:24]=[CH:25][C:26]([CH2:27][C:8]2[C:7]3[C:11](=[CH:12][CH:13]=[C:5]([C:3]([O:2][CH3:1])=[O:4])[CH:6]=3)[NH:10][C:9]=2[CH3:14])=[CH:29][CH:30]=1)[C:16]1[CH:17]=[CH:18][CH:19]=[CH:20][CH:21]=1. The catalyst class is: 2. (10) Reactant: [F:1][C:2]([F:14])([F:13])[O:3][C:4]1[CH:12]=[CH:11][C:7]([CH:8]=[N:9][OH:10])=[CH:6][CH:5]=1.[Cl:15]N1C(=O)CCC1=O. Product: [OH:10]/[N:9]=[C:8](\[Cl:15])/[C:7]1[CH:11]=[CH:12][C:4]([O:3][C:2]([F:13])([F:14])[F:1])=[CH:5][CH:6]=1. The catalyst class is: 3.